Dataset: Catalyst prediction with 721,799 reactions and 888 catalyst types from USPTO. Task: Predict which catalyst facilitates the given reaction. (1) Reactant: [Cl:1][C:2]1[N:6]2[CH:7]=[C:8]([C:15]3[CH:16]=[N:17][NH:18][CH:19]=3)[CH:9]=[C:10]([C:11]([F:14])([F:13])[F:12])[C:5]2=[N:4][C:3]=1[C:20](O)=[O:21].[NH:23]1[CH2:28][CH2:27][CH:26]([N:29]2[C:33](=[O:34])[CH2:32][CH2:31][C:30]2=[O:35])[CH2:25][CH2:24]1.CCN(C(C)C)C(C)C.CN(C(ON1N=NC2C=CC=NC1=2)=[N+](C)C)C.F[P-](F)(F)(F)(F)F. Product: [Cl:1][C:2]1[N:6]2[CH:7]=[C:8]([C:15]3[CH:16]=[N:17][NH:18][CH:19]=3)[CH:9]=[C:10]([C:11]([F:13])([F:14])[F:12])[C:5]2=[N:4][C:3]=1[C:20]([N:23]1[CH2:28][CH2:27][CH:26]([N:29]2[C:30](=[O:35])[CH2:31][CH2:32][C:33]2=[O:34])[CH2:25][CH2:24]1)=[O:21]. The catalyst class is: 85. (2) Reactant: [F:1][C:2]1[CH:3]=[C:4]2[C:8](=[C:9]([NH:11][CH3:12])[CH:10]=1)[NH:7][C:6]1[N:13]=[C:14](S(C)(=O)=O)[N:15]=[C:16](S(C)(=O)=O)[C:5]2=1.[CH3:25][C:26]1[N:31]=[CH:30][C:29]([OH:32])=[CH:28][N:27]=1.C([O-])([O-])=O.[K+].[K+].[C@@H:39]12[CH2:53][C@@H:42]([C@H:43]([NH:45][C:46](=[O:52])[O:47][C:48]([CH3:51])([CH3:50])[CH3:49])[CH2:44]1)[CH2:41][NH:40]2. Product: [F:1][C:2]1[CH:3]=[C:4]2[C:8](=[C:9]([NH:11][CH3:12])[CH:10]=1)[NH:7][C:6]1[N:13]=[C:14]([O:32][C:29]3[CH:28]=[N:27][C:26]([CH3:25])=[N:31][CH:30]=3)[N:15]=[C:16]([N:40]3[CH2:41][C@H:42]4[CH2:53][C@@H:39]3[CH2:44][C@H:43]4[NH:45][C:46](=[O:52])[O:47][C:48]([CH3:50])([CH3:49])[CH3:51])[C:5]2=1. The catalyst class is: 37. (3) Reactant: [C:1]1([Mg]Br)[CH:6]=[CH:5][CH:4]=[CH:3][CH:2]=1.[CH3:9][O:10][C:11]1[CH:12]=[C:13]([NH:23][C:24]2[S:25][C:26]3[CH2:32][CH2:31][CH2:30][C:29](=[O:33])[C:27]=3[N:28]=2)[CH:14]=[CH:15][C:16]=1[N:17]1[CH:21]=[N:20][C:19]([CH3:22])=[N:18]1. Product: [CH3:9][O:10][C:11]1[CH:12]=[C:13]([NH:23][C:24]2[S:25][C:26]3[CH2:32][CH2:31][CH2:30][C:29]([C:1]4[CH:6]=[CH:5][CH:4]=[CH:3][CH:2]=4)([OH:33])[C:27]=3[N:28]=2)[CH:14]=[CH:15][C:16]=1[N:17]1[CH:21]=[N:20][C:19]([CH3:22])=[N:18]1. The catalyst class is: 27. (4) Reactant: [N+:1]([C:4]1[CH:9]=[CH:8][C:7]([CH2:10][S:11]([NH2:14])(=[O:13])=[O:12])=[CH:6][CH:5]=1)([O-:3])=[O:2].[CH2:15]1OCOCO1.FC(F)(F)S(O)(=O)=O.FC(F)(F)S(OS(C(F)(F)F)(=O)=O)(=O)=O. Product: [N+:1]([C:4]1[CH:5]=[CH:6][C:7]2[CH2:10][S:11](=[O:12])(=[O:13])[NH:14][CH2:15][C:8]=2[CH:9]=1)([O-:3])=[O:2]. The catalyst class is: 417. (5) Reactant: [OH:1][CH2:2][C@H:3]([NH:14][C:15]([C:17]1[CH:18]=[C:19]([C:27]#[C:28]C2C=CC(C(O)=O)=CC=2)[CH:20]=[CH:21][C:22]=1[O:23][CH:24]([CH3:26])[CH3:25])=[O:16])[CH2:4][C:5]1[C:13]2[C:8](=[CH:9][CH:10]=[CH:11][CH:12]=2)[NH:7][CH:6]=1.[NH2:38][C:39]1[CH:40]=[N:41][CH:42]=[CH:43][CH:44]=1.CN(C(ON1N=N[C:55]2[CH:56]=[CH:57][CH:58]=N[C:54]1=2)=[N+](C)C)C.F[P-](F)(F)(F)(F)F.CN1[CH2:75][CH2:74][O:73]CC1. Product: [OH:1][CH2:2][C@H:3]([NH:14][C:15](=[O:16])[C:17]1[CH:18]=[C:19]([C:27]#[C:28][C:55]2[CH:56]=[CH:57][CH:58]=[C:75]([C:74](=[O:73])[NH:38][C:39]3[CH:40]=[N:41][CH:42]=[CH:43][CH:44]=3)[CH:54]=2)[CH:20]=[CH:21][C:22]=1[O:23][CH:24]([CH3:26])[CH3:25])[CH2:4][C:5]1[C:13]2[C:8](=[CH:9][CH:10]=[CH:11][CH:12]=2)[NH:7][CH:6]=1. The catalyst class is: 287. (6) Reactant: [H-].[Na+].[Br:3][C:4]1[CH:9]=[N:8][C:7]([Cl:10])=[C:6]2[NH:11][CH:12]=[CH:13][C:5]=12.[C:14]1([S:20](Cl)(=[O:22])=[O:21])[CH:19]=[CH:18][CH:17]=[CH:16][CH:15]=1.P([O-])([O-])(O)=O.[Na+].[Na+]. Product: [C:14]1([S:20]([N:11]2[C:6]3=[C:7]([Cl:10])[N:8]=[CH:9][C:4]([Br:3])=[C:5]3[CH:13]=[CH:12]2)(=[O:22])=[O:21])[CH:19]=[CH:18][CH:17]=[CH:16][CH:15]=1. The catalyst class is: 56.